This data is from Forward reaction prediction with 1.9M reactions from USPTO patents (1976-2016). The task is: Predict the product of the given reaction. (1) Given the reactants Cl[CH2:2][CH2:3][CH2:4][NH:5][C:6]([NH:8][C:9]1[CH:14]=[C:13]([C:15]2[N:19]3[N:20]=[CH:21][CH:22]=[CH:23][C:18]3=[N:17][C:16]=2[C:24]2[CH:29]=[CH:28][C:27]([F:30])=[C:26]([CH3:31])[CH:25]=2)[CH:12]=[CH:11][N:10]=1)=[O:7].CC(C)([O-])C.[K+], predict the reaction product. The product is: [F:30][C:27]1[CH:28]=[CH:29][C:24]([C:16]2[N:17]=[C:18]3[CH:23]=[CH:22][CH:21]=[N:20][N:19]3[C:15]=2[C:13]2[CH:12]=[CH:11][N:10]=[C:9]([N:8]3[CH2:2][CH2:3][CH2:4][NH:5][C:6]3=[O:7])[CH:14]=2)=[CH:25][C:26]=1[CH3:31]. (2) Given the reactants Br[C:2]1[C:11]2[C:6](=[CH:7][CH:8]=[C:9]([OH:12])[CH:10]=2)[N:5]=[C:4]([C:13]2[CH:18]=[CH:17][C:16]([OH:19])=[C:15]([F:20])[CH:14]=2)[CH:3]=1.[S:21]1[CH:25]=[CH:24][C:23](B(O)O)=[CH:22]1, predict the reaction product. The product is: [F:20][C:15]1[CH:14]=[C:13]([C:4]2[CH:3]=[C:2]([C:23]3[CH:24]=[CH:25][S:21][CH:22]=3)[C:11]3[C:6](=[CH:7][CH:8]=[C:9]([OH:12])[CH:10]=3)[N:5]=2)[CH:18]=[CH:17][C:16]=1[OH:19]. (3) Given the reactants Br[C:2]1[S:3][CH:4]=[CH:5][N:6]=1.C([Li])CCC.[Si:12]([O:19][C@H:20]([CH2:29][O:30][Si:31]([C:34]([CH3:37])([CH3:36])[CH3:35])([CH3:33])[CH3:32])/[CH:21]=[N:22]/[S@:23]([C:25]([CH3:28])([CH3:27])[CH3:26])=[O:24])([C:15]([CH3:18])([CH3:17])[CH3:16])([CH3:14])[CH3:13], predict the reaction product. The product is: [Si:12]([O:19][C@H:20]([CH2:29][O:30][Si:31]([C:34]([CH3:37])([CH3:36])[CH3:35])([CH3:32])[CH3:33])[C@@H:21]([NH:22][S@:23]([C:25]([CH3:26])([CH3:27])[CH3:28])=[O:24])[C:2]1[S:3][CH:4]=[CH:5][N:6]=1)([C:15]([CH3:18])([CH3:16])[CH3:17])([CH3:14])[CH3:13]. (4) Given the reactants [CH3:1][O:2][CH2:3][CH:4]([CH2:37][O:38][CH3:39])[O:5][C:6]1[CH:7]=[C:8]([O:26][C:27]2[CH:28]=[N:29][C:30]([S:33]([CH3:36])(=[O:35])=[O:34])=[CH:31][CH:32]=2)[CH:9]=[C:10]2[C:14]=1[NH:13][C:12]([C:15]1[S:16][CH:17]([CH2:20][C:21](OCC)=[O:22])[CH2:18][N:19]=1)=[CH:11]2.[BH4-].[Li+].O, predict the reaction product. The product is: [CH3:1][O:2][CH2:3][CH:4]([CH2:37][O:38][CH3:39])[O:5][C:6]1[CH:7]=[C:8]([O:26][C:27]2[CH:28]=[N:29][C:30]([S:33]([CH3:36])(=[O:34])=[O:35])=[CH:31][CH:32]=2)[CH:9]=[C:10]2[C:14]=1[NH:13][C:12]([C:15]1[S:16][CH:17]([CH2:20][CH2:21][OH:22])[CH2:18][N:19]=1)=[CH:11]2.